Dataset: Reaction yield outcomes from USPTO patents with 853,638 reactions. Task: Predict the reaction yield, written as a fraction of the theoretical maximum amount of product (1.0 means a 100% yield; for example, 0.34 means a 34% yield). (1) No catalyst specified. The reactants are [C:1]1([N:7]2[CH:11]=[CH:10][CH:9]=[N:8]2)[CH:6]=[CH:5][CH:4]=[CH:3][CH:2]=1.[CH:12](=[O:14])[CH3:13]. The product is [C:1]1([N:7]2[C:11]([CH:12]([OH:14])[CH3:13])=[CH:10][CH:9]=[N:8]2)[CH:2]=[CH:3][CH:4]=[CH:5][CH:6]=1. The yield is 0.540. (2) The reactants are [H-].[Na+].[Cl:3][C:4]1[CH:9]=[CH:8][C:7]([CH:10]([OH:24])[CH:11]2[CH2:16][CH2:15][N:14]([C:17]([O:19][C:20]([CH3:23])([CH3:22])[CH3:21])=[O:18])[CH2:13][CH2:12]2)=[CH:6][CH:5]=1.[CH3:25]I. The catalyst is C1COCC1. The product is [Cl:3][C:4]1[CH:5]=[CH:6][C:7]([CH:10]([O:24][CH3:25])[CH:11]2[CH2:12][CH2:13][N:14]([C:17]([O:19][C:20]([CH3:21])([CH3:23])[CH3:22])=[O:18])[CH2:15][CH2:16]2)=[CH:8][CH:9]=1. The yield is 0.870. (3) The reactants are Br[C:2]1[C:3]([O:10][CH3:11])=[N:4][CH:5]=[C:6]([Cl:9])[C:7]=1[CH3:8].[CH3:12][O:13][C:14]1[C:19]([O:20][CH3:21])=[C:18]([O:22][CH3:23])[CH:17]=[C:16]([CH3:24])[C:15]=1B(O)O.[C:28](=O)([O-])[O-:29].[K+].[K+].C1(P(C2CCCCC2)C2CCCCC2)CCCCC1.[C]=O. The catalyst is [Pd](Cl)Cl.O1CCCC1. The product is [CH3:12][O:13][C:14]1[C:19]([O:20][CH3:21])=[C:18]([O:22][CH3:23])[CH:17]=[C:16]([CH3:24])[C:15]=1[C:28]([C:2]1[C:3]([O:10][CH3:11])=[N:4][CH:5]=[C:6]([Cl:9])[C:7]=1[CH3:8])=[O:29]. The yield is 0.200.